Dataset: Reaction yield outcomes from USPTO patents with 853,638 reactions. Task: Predict the reaction yield, written as a fraction of the theoretical maximum amount of product (1.0 means a 100% yield; for example, 0.34 means a 34% yield). (1) The reactants are [CH2:1]([CH2:3][NH2:4])[OH:2].C(N(CC)CC)C.C(O)C.Cl[CH2:16][C:17]([NH:19][C:20]1[CH:29]=[C:28]2[C:23]([CH:24]=[C:25]([C:31]3[CH:36]=[CH:35][CH:34]=[CH:33][C:32]=3[C:37]([F:40])([F:39])[F:38])[NH:26][C:27]2=[O:30])=[CH:22][CH:21]=1)=[O:18]. The catalyst is O. The product is [OH:2][CH2:1][CH2:3][NH:4][CH2:16][C:17]([NH:19][C:20]1[CH:29]=[C:28]2[C:23]([CH:24]=[C:25]([C:31]3[CH:36]=[CH:35][CH:34]=[CH:33][C:32]=3[C:37]([F:40])([F:38])[F:39])[NH:26][C:27]2=[O:30])=[CH:22][CH:21]=1)=[O:18]. The yield is 0.260. (2) The reactants are C([O:4][CH2:5][CH2:6][CH2:7][CH2:8][CH2:9][C:10]([CH:12]1[CH2:21][C:20]2[C:15]3=[C:16]([CH2:22][C:23](=[O:24])[N:14]3[CH2:13]1)[CH:17]=[CH:18][CH:19]=2)=[O:11])(=O)C.O.CC1C=CC(S(O)(=O)=O)=CC=1. The catalyst is C(O)C. The product is [OH:4][CH2:5][CH2:6][CH2:7][CH2:8][CH2:9][C:10]([CH:12]1[CH2:21][C:20]2[C:15]3=[C:16]([CH2:22][C:23](=[O:24])[N:14]3[CH2:13]1)[CH:17]=[CH:18][CH:19]=2)=[O:11]. The yield is 0.935. (3) The reactants are [F:1][C:2]1[CH:7]=[CH:6][C:5]([NH:8][C:9]([C:11]2([C:14]([NH:16][C:17]3[CH:22]=[CH:21][C:20]([O:23][C:24]4[C:33]5[C:28](=[CH:29][C:30]([O:36]CC6C=CC=CC=6)=[C:31]([O:34][CH3:35])[CH:32]=5)[N:27]=[CH:26][N:25]=4)=[C:19]([F:44])[CH:18]=3)=[O:15])[CH2:13][CH2:12]2)=[O:10])=[CH:4][CH:3]=1.C(O)(=O)C.ClCCl.CO. The catalyst is [H][H].[Pd]. The product is [F:1][C:2]1[CH:3]=[CH:4][C:5]([NH:8][C:9]([C:11]2([C:14]([NH:16][C:17]3[CH:22]=[CH:21][C:20]([O:23][C:24]4[C:33]5[C:28](=[CH:29][C:30]([OH:36])=[C:31]([O:34][CH3:35])[CH:32]=5)[N:27]=[CH:26][N:25]=4)=[C:19]([F:44])[CH:18]=3)=[O:15])[CH2:13][CH2:12]2)=[O:10])=[CH:6][CH:7]=1. The yield is 0.950. (4) The yield is 0.270. The catalyst is C(#N)C.O. The reactants are [CH3:1][N:2](C(ON1N=NC2C=CC=NC1=2)=[N+](C)C)[CH3:3].F[P-](F)(F)(F)(F)F.C(OC(N[C:33]1[N:38]=[C:37]([CH3:39])[C:36]([CH2:40][NH:41][C:42]2[C:43]3[C:44](=[N:48][N:49]([CH2:51][C:52]4[CH:66]=[CH:65][C:55]([CH2:56][N:57]5[CH:61]=[CH:60][C:59]([C:62](O)=[O:63])=[N:58]5)=[CH:54][CH:53]=4)[CH:50]=3)[N:45]=[CH:46][N:47]=2)=[C:35]([CH3:67])[CH:34]=1)=O)(C)(C)C.C[NH:69]C.CCN(C(C)C)C(C)C. The product is [NH2:69][C:33]1[N:38]=[C:37]([CH3:39])[C:36]([CH2:40][NH:41][C:42]2[C:43]3[C:44](=[N:48][N:49]([CH2:51][C:52]4[CH:53]=[CH:54][C:55]([CH2:56][N:57]5[CH:61]=[CH:60][C:59]([C:62]([N:2]([CH3:3])[CH3:1])=[O:63])=[N:58]5)=[CH:65][CH:66]=4)[CH:50]=3)[N:45]=[CH:46][N:47]=2)=[C:35]([CH3:67])[CH:34]=1. (5) The reactants are [O:1]=[S:2]1(=[O:29])[C:6]2[CH:7]=[CH:8][C:9]([C:11]3[C:19]4[C:14](=[CH:15][C:16]([F:20])=[CH:17][CH:18]=4)[N:13]([C:21]([O:23][C:24]([CH3:27])([CH3:26])[CH3:25])=[O:22])[CH:12]=3)=[CH:10][C:5]=2[C:4](=[O:28])[NH:3]1.[C:30]([O-])([O-])=O.[K+].[K+].CI. The yield is 0.240. The product is [F:20][C:16]1[CH:15]=[C:14]2[C:19]([C:11]([C:9]3[CH:8]=[CH:7][C:6]4[S:2](=[O:1])(=[O:29])[N:3]([CH3:30])[C:4](=[O:28])[C:5]=4[CH:10]=3)=[CH:12][N:13]2[C:21]([O:23][C:24]([CH3:25])([CH3:26])[CH3:27])=[O:22])=[CH:18][CH:17]=1. The catalyst is CC(C)=O. (6) The reactants are [N+:1]([C:4]1[C:12]2[NH:11][CH:10]=[N:9][C:8]=2[CH:7]=[CH:6][CH:5]=1)([O-:3])=[O:2].C(N(C(C)C)CC)(C)C.[C:22](O[C:22]([O:24][C:25]([CH3:28])([CH3:27])[CH3:26])=[O:23])([O:24][C:25]([CH3:28])([CH3:27])[CH3:26])=[O:23].C(OCC)(=O)C. The yield is 0.850. The catalyst is O1CCCC1.CN(C)C1C=CN=CC=1. The product is [N+:1]([C:4]1[C:12]2[N:11]=[CH:10][N:9]([C:22]([O:24][C:25]([CH3:28])([CH3:27])[CH3:26])=[O:23])[C:8]=2[CH:7]=[CH:6][CH:5]=1)([O-:3])=[O:2].